This data is from Experimentally validated miRNA-target interactions with 360,000+ pairs, plus equal number of negative samples. The task is: Binary Classification. Given a miRNA mature sequence and a target amino acid sequence, predict their likelihood of interaction. (1) The miRNA is mmu-miR-669h-5p with sequence AUGCAUGGGUGUAUAGUUGAGUGC. The protein sequence of the target gene is MACGATLKRTLDFDPLLSPASPKRRRCAPLSAPASAAASPAAATAAAAASAAAASPQKYLRMEPSPFGDVSSRLTTEQILYNIKQEYKRMQKRRHLEASFQQADPGCTSDSQPHAFLISGPASPGTSSATSSPLKKEQPLFTLRQVGMICERLLKEREEKVREEYEEILNTKLAEQYDAFVKFTHDQIMRRYGEQPASYVS. Result: 0 (no interaction). (2) The miRNA is hsa-miR-548t-5p with sequence CAAAAGUGAUCGUGGUUUUUG. The protein sequence of the target gene is MAAEEEDEVEWVVESIAGFLRGPDWSIPILDFVEQKCEVFDDEEESKLTYTEIHQEYKELVEKLLEGYLKEIGINEDQFQEACTSPLAKTHTSQAILQPVLAAEDFTIFKAMMVQKNIEMQLQAIRIIQERNGVLPDCLTDGSDVVSDLEHEEMKILREVLRKSKEEYDQEEERKRKKQLSEAKTEEPTVHSSEAAIMNNSQGDGEHFAHPPSEVKMHFANQSIEPLGRKVERSETSSLPQKDLKIPGLEHASIEGPIANLSVLGTEELRQREHYLKQKRDKLMSMRKDMRTKQIQNMEQ.... Result: 0 (no interaction). (3) The miRNA is mmu-miR-466p-3p with sequence AUACAUACACGCACACAUAAGA. The protein sequence of the target gene is MTMQPAIQVWFGEDLPLSPRCPLTPRHGPGLADVCQYDEWIAVRHEATLLPMQEDLSIWLSGLLGVDIKAERLLEELDNGVLLCQLINVLQNMVKGCHSDEPGNFPMRKVPCKKDAASGSFFARDNTANFLHWCRHIGVDETYLFESEGLVLHKDPRQVYLCLLEIGRIVSRYGVEPPVLVKLEKEIELEETLLNASGLEESISIPKSCCQQEELHEAVKHIAEDPPCSCSHRFSIEYLSEGRYRLGEKILFIRMLHGKHVMVRVGGGWDTLQGFLLKYDPCRILQFATLEQKILAFQKG.... Result: 1 (interaction). (4) The miRNA is mmu-miR-1247-5p with sequence ACCCGUCCCGUUCGUCCCCGGA. The protein sequence of the target gene is MEREGSGGGGGSAGLLQQILSLKLVPRVGNGTLCPNSTSLCSFPEMWYGVFLWALMSSVFFHVPAGLLALFTLRHHKYGRFMSVSILLMGIVGPITAGILTSAAIAGVYRAAGKEMIPFEALTLGTGQTFCVVVVSFLRVLATL. Result: 0 (no interaction). (5) The miRNA is hsa-miR-629-5p with sequence UGGGUUUACGUUGGGAGAACU. The protein sequence of the target gene is MTTQLGPALVLGVALCLGCGQPLPQVPERPFSVLWNVPSAHCEARFGVHLPLNALGIIANRGQHFHGQNMTIFYKNQLGLYPYFGPRGTAHNGGIPQALPLDRHLALAAYQIHHSLRPGFAGPAVLDWEEWCPLWAGNWGRRRAYQAASWAWAQQVFPDLDPQEQLYKAYTGFEQAARALMEDTLRVAQALRPHGLWGFYHYPACGNGWHSMASNYTGRCHAATLARNTQLHWLWAASSALFPSIYLPPRLPPAHHQAFVRHRLEEAFRVALVGHRHPLPVLAYVRLTHRRSGRFLSQDD.... Result: 0 (no interaction).